Regression. Given two drug SMILES strings and cell line genomic features, predict the synergy score measuring deviation from expected non-interaction effect. From a dataset of NCI-60 drug combinations with 297,098 pairs across 59 cell lines. (1) Cell line: SK-OV-3. Synergy scores: CSS=3.31, Synergy_ZIP=3.96, Synergy_Bliss=-1.17, Synergy_Loewe=1.92, Synergy_HSA=-0.443. Drug 2: C1CC(=O)NC(=O)C1N2C(=O)C3=CC=CC=C3C2=O. Drug 1: CC1C(C(CC(O1)OC2CC(CC3=C2C(=C4C(=C3O)C(=O)C5=C(C4=O)C(=CC=C5)OC)O)(C(=O)CO)O)N)O.Cl. (2) Cell line: SK-MEL-2. Synergy scores: CSS=31.7, Synergy_ZIP=12.0, Synergy_Bliss=14.2, Synergy_Loewe=2.78, Synergy_HSA=11.5. Drug 1: C1CC(C1)(C(=O)O)C(=O)O.[NH2-].[NH2-].[Pt+2]. Drug 2: CCN(CC)CCCC(C)NC1=C2C=C(C=CC2=NC3=C1C=CC(=C3)Cl)OC. (3) Drug 1: COC1=C(C=C2C(=C1)N=CN=C2NC3=CC(=C(C=C3)F)Cl)OCCCN4CCOCC4. Drug 2: COC1=CC(=CC(=C1O)OC)C2C3C(COC3=O)C(C4=CC5=C(C=C24)OCO5)OC6C(C(C7C(O6)COC(O7)C8=CC=CS8)O)O. Cell line: SK-OV-3. Synergy scores: CSS=51.9, Synergy_ZIP=-7.77, Synergy_Bliss=0.485, Synergy_Loewe=4.37, Synergy_HSA=5.59.